Dataset: Catalyst prediction with 721,799 reactions and 888 catalyst types from USPTO. Task: Predict which catalyst facilitates the given reaction. (1) Reactant: [Li]CCCC.[C:6]1([O:14][CH3:15])[C:7](=[CH:10][CH:11]=[CH:12][CH:13]=1)[O:8][CH3:9].COCN[C:20]([CH:22]1[CH2:27][CH2:26][N:25]([C:28]([O:30][C:31]([CH3:34])([CH3:33])[CH3:32])=[O:29])[CH2:24][CH2:23]1)=[O:21]. Product: [CH3:9][O:8][C:7]1[C:6]([O:14][CH3:15])=[CH:13][CH:12]=[CH:11][C:10]=1[C:20]([CH:22]1[CH2:27][CH2:26][N:25]([C:28]([O:30][C:31]([CH3:34])([CH3:33])[CH3:32])=[O:29])[CH2:24][CH2:23]1)=[O:21]. The catalyst class is: 392. (2) Reactant: [Br:1][C:2]1[NH:3][C:4]2[CH:10]=[C:9]([Cl:11])[C:8]([Cl:12])=[CH:7][C:5]=2[N:6]=1.C/C(/O[Si](C)(C)C)=N\[Si](C)(C)C.FC(F)(F)S(O[Si](C)(C)C)(=O)=O.C(O[CH:41]1[O:54][CH2:53][C@@H:48]([O:49][C:50](=[O:52])[CH3:51])[C@@H:43]([O:44][C:45](=[O:47])[CH3:46])[CH2:42]1)(=O)C.C(=O)(O)[O-].[Na+]. Product: [Br:1][C:2]1[N:3]([C@H:41]2[O:54][CH2:53][C@@H:48]([O:49][C:50](=[O:52])[CH3:51])[C@@H:43]([O:44][C:45](=[O:47])[CH3:46])[CH2:42]2)[C:4]2[CH:10]=[C:9]([Cl:11])[C:8]([Cl:12])=[CH:7][C:5]=2[N:6]=1. The catalyst class is: 26. (3) Reactant: [CH2:1]([N:8]([CH2:21][C:22]1[CH:27]=[CH:26][C:25]([O:28][C:29]2[CH:34]=[CH:33][CH:32]=[C:31]([O:35][CH2:36][CH2:37][CH2:38]Br)[CH:30]=2)=[CH:24][CH:23]=1)[C:9]1[C:10]([CH3:20])=[C:11]([NH:15][S:16]([CH3:19])(=[O:18])=[O:17])[CH:12]=[CH:13][CH:14]=1)[C:2]1[CH:7]=[CH:6][CH:5]=[CH:4][CH:3]=1.[CH3:40][NH:41][CH3:42]. Product: [CH2:1]([N:8]([CH2:21][C:22]1[CH:27]=[CH:26][C:25]([O:28][C:29]2[CH:34]=[CH:33][CH:32]=[C:31]([O:35][CH2:36][CH2:37][CH2:38][N:41]([CH3:42])[CH3:40])[CH:30]=2)=[CH:24][CH:23]=1)[C:9]1[C:10]([CH3:20])=[C:11]([NH:15][S:16]([CH3:19])(=[O:18])=[O:17])[CH:12]=[CH:13][CH:14]=1)[C:2]1[CH:7]=[CH:6][CH:5]=[CH:4][CH:3]=1. The catalyst class is: 1. (4) Reactant: OS(O)(=O)=O.[Cl:6][C:7]1[CH:8]=[C:9]([C:14]([CH3:29])([CH3:28])[C:15]([CH:17]([C:23]([O:25][CH2:26][CH3:27])=[O:24])[C:18]([O:20]CC)=O)=[O:16])[CH:10]=[CH:11][C:12]=1[Cl:13]. Product: [Cl:13][C:12]1[CH:11]=[C:10]2[C:9](=[CH:8][C:7]=1[Cl:6])[C:14]([CH3:29])([CH3:28])[C:15](=[O:16])[C:17]([C:23]([O:25][CH2:26][CH3:27])=[O:24])=[C:18]2[OH:20]. The catalyst class is: 25. (5) Reactant: Br[C:2]1[CH:7]=[CH:6][C:5]([C:8]2[N:12]([CH2:13][C@@H:14]3[CH2:18][CH2:17][N:16]([C:19]([CH:21]4[CH2:23][CH2:22]4)=[O:20])[CH2:15]3)[N:11]=[N:10][N:9]=2)=[CH:4][CH:3]=1.[NH:24]1[C:32]2[C:27](=[CH:28][CH:29]=[C:30](B(O)O)[CH:31]=2)[CH:26]=[CH:25]1. Product: [CH:21]1([C:19]([N:16]2[CH2:17][CH2:18][C@@H:14]([CH2:13][N:12]3[C:8]([C:5]4[CH:6]=[CH:7][C:2]([C:30]5[CH:31]=[C:32]6[C:27]([CH:26]=[CH:25][NH:24]6)=[CH:28][CH:29]=5)=[CH:3][CH:4]=4)=[N:9][N:10]=[N:11]3)[CH2:15]2)=[O:20])[CH2:23][CH2:22]1. The catalyst class is: 104. (6) Reactant: [F:1][C:2]([F:21])([F:20])[C:3]([NH:5][CH2:6][CH2:7][CH2:8][O:9][C:10]1[CH:11]=[C:12]2[C:16](=[CH:17][CH:18]=1)[C:15](=O)[CH2:14][CH2:13]2)=[O:4].[NH:22]1[CH2:27][CH2:26][CH:25]([NH:28][C:29]([C:31]2[O:32][C:33]3[C:38]([C:39](=[O:41])[CH:40]=2)=[CH:37][CH:36]=[C:35]([F:42])[CH:34]=3)=[O:30])[CH2:24][CH2:23]1.[BH3-]C#N.[Na+].C([O-])(O)=O.[Na+]. Product: [F:42][C:35]1[CH:34]=[C:33]2[C:38]([C:39](=[O:41])[CH:40]=[C:31]([C:29]([NH:28][CH:25]3[CH2:26][CH2:27][N:22]([CH:15]4[C:16]5[C:12](=[CH:11][C:10]([O:9][CH2:8][CH2:7][CH2:6][NH:5][C:3](=[O:4])[C:2]([F:21])([F:20])[F:1])=[CH:18][CH:17]=5)[CH2:13][CH2:14]4)[CH2:23][CH2:24]3)=[O:30])[O:32]2)=[CH:37][CH:36]=1. The catalyst class is: 1. (7) Reactant: [F:1][C:2]([F:18])([F:17])[C:3]1[CH:4]=[C:5]([C:9]2[CH:14]=[CH:13][C:12]([CH2:15][NH2:16])=[CH:11][CH:10]=2)[CH:6]=[CH:7][CH:8]=1.[CH2:19]([N:21]([CH2:32][C:33](O)=[O:34])[S:22]([C:25]1[CH:30]=[CH:29][C:28]([F:31])=[CH:27][CH:26]=1)(=[O:24])=[O:23])[CH3:20].CN(C(ON1N=NC2C=CC=NC1=2)=[N+](C)C)C.F[P-](F)(F)(F)(F)F.C(N(CC)C(C)C)(C)C.OS([O-])(=O)=O.[K+]. Product: [CH2:19]([N:21]([S:22]([C:25]1[CH:26]=[CH:27][C:28]([F:31])=[CH:29][CH:30]=1)(=[O:24])=[O:23])[CH2:32][C:33]([NH:16][CH2:15][C:12]1[CH:13]=[CH:14][C:9]([C:5]2[CH:6]=[CH:7][CH:8]=[C:3]([C:2]([F:17])([F:18])[F:1])[CH:4]=2)=[CH:10][CH:11]=1)=[O:34])[CH3:20]. The catalyst class is: 2. (8) Reactant: O.[O:2]=[C:3]([CH2:5][N:6]([C:8](=[NH:10])[NH2:9])[CH3:7])[OH:4].[C:11]([OH:21])(=[O:20])[C:12]1[NH:19][C:17](=[O:18])[NH:16][C:14](=[O:15])[CH:13]=1. Product: [C:11]([OH:21])(=[O:20])[C:12]1[NH:19][C:17](=[O:18])[NH:16][C:14](=[O:15])[CH:13]=1.[O:2]=[C:3]([CH2:5][N:6]([C:8](=[NH:9])[NH2:10])[CH3:7])[OH:4].[O:2]=[C:3]([CH2:5][N:6]([C:8](=[NH:9])[NH2:10])[CH3:7])[OH:4]. The catalyst class is: 8. (9) Reactant: C([NH:5][S:6]([C:9]1[S:10][C:11]([C:14]2[CH:19]=[CH:18][CH:17]=[C:16]([C:20]3[N:25]=[C:24]([C:26]([F:29])([F:28])[F:27])[CH:23]=[C:22]([C:30]4[CH:35]=[CH:34][C:33]([C:36]([F:39])([F:38])[F:37])=[CH:32][CH:31]=4)[N:21]=3)[CH:15]=2)=[CH:12][CH:13]=1)(=[O:8])=[O:7])(C)(C)C.C(O)(C(F)(F)F)=O. Product: [F:29][C:26]([F:27])([F:28])[C:24]1[CH:23]=[C:22]([C:30]2[CH:31]=[CH:32][C:33]([C:36]([F:39])([F:38])[F:37])=[CH:34][CH:35]=2)[N:21]=[C:20]([C:16]2[CH:15]=[C:14]([C:11]3[S:10][C:9]([S:6]([NH2:5])(=[O:8])=[O:7])=[CH:13][CH:12]=3)[CH:19]=[CH:18][CH:17]=2)[N:25]=1. The catalyst class is: 4. (10) Reactant: [CH:1]1[CH:2]=[C:3]([N:9]2[CH2:14][CH2:13][N:12]([CH2:15][CH2:16][CH2:17][CH2:18][O:19][C:20]3[CH:21]=[CH:22][C:23]4[CH2:30][CH2:29][C:27](=[O:28])[NH:26][C:24]=4[CH:25]=3)[CH2:11][CH2:10]2)[C:4]([Cl:8])=[C:5]([Cl:7])[CH:6]=1.FC(F)(F)C(O)=O.O.[OH-].[Na+]. Product: [CH2:11]1[N:12]([CH2:15][CH2:16][CH2:17][CH2:18][O:19][C:20]2[CH:21]=[CH:22][C:23]3[CH:30]=[CH:29][C:27]([NH:26][C:24]=3[CH:25]=2)=[O:28])[CH2:13][CH2:14][N:9]([C:3]2[CH:2]=[CH:1][CH:6]=[C:5]([Cl:7])[C:4]=2[Cl:8])[CH2:10]1. The catalyst class is: 7.